Dataset: Peptide-MHC class I binding affinity with 185,985 pairs from IEDB/IMGT. Task: Regression. Given a peptide amino acid sequence and an MHC pseudo amino acid sequence, predict their binding affinity value. This is MHC class I binding data. The peptide sequence is MIAGVLFTF. The MHC is HLA-A24:02 with pseudo-sequence HLA-A24:02. The binding affinity (normalized) is 0.638.